From a dataset of Forward reaction prediction with 1.9M reactions from USPTO patents (1976-2016). Predict the product of the given reaction. (1) Given the reactants [CH3:1][NH:2][C@@H:3]1[C:8]2[CH:9]=[CH:10][CH:11]=[CH:12][C:7]=2[C@H:6]([C:13]2[CH:14]=[CH:15][C:16]([Cl:20])=[C:17]([Cl:19])[CH:18]=2)[CH2:5][CH2:4]1.C(OCC)(=O)C.[C:27]([OH:32])(=[O:31])[C:28]([OH:30])=[O:29], predict the reaction product. The product is: [CH3:1][NH:2][C@@H:3]1[C:8]2[CH:9]=[CH:10][CH:11]=[CH:12][C:7]=2[C@H:6]([C:13]2[CH:14]=[CH:15][C:16]([Cl:20])=[C:17]([Cl:19])[CH:18]=2)[CH2:5][CH2:4]1.[C:27]([O-:32])(=[O:31])[C:28]([O-:30])=[O:29]. (2) Given the reactants [C:1]([OH:10])(=[O:9])[C:2]1[C:3](=[CH:5][CH:6]=[CH:7][CH:8]=1)[NH2:4].[Cl:11][C:12]1[CH:13]=[C:14]([N:18]=[C:19]=O)[CH:15]=[CH:16][CH:17]=1.O1[C:26]2[CH:27]=[CH:28][CH:29]=[CH:30][C:25]=2[CH2:24][C:23](=O)N1.NC(N)=O, predict the reaction product. The product is: [Cl:11][C:12]1[CH:13]=[C:14]([NH:18][C:19]2[O:9][C:1](=[O:10])[C:2]3[CH:8]=[C:7]([CH2:23][CH2:24][CH2:25][CH2:26][CH2:27][CH2:28][CH2:29][CH3:30])[CH:6]=[CH:5][C:3]=3[N:4]=2)[CH:15]=[CH:16][CH:17]=1.